Predict the reactants needed to synthesize the given product. From a dataset of Full USPTO retrosynthesis dataset with 1.9M reactions from patents (1976-2016). (1) Given the product [Br:25][C:26]1[CH:34]=[CH:33][C:29]([C:30]([N:51]2[CH2:52][CH2:53][O:54][CH2:55][C@@H:50]2[CH3:49])=[O:31])=[C:28]([NH:35][S:36]([C:39]2[C:40]3[N:41]=[CH:42][CH:43]=[N:44][C:45]=3[CH:46]=[CH:47][CH:48]=2)(=[O:38])=[O:37])[CH:27]=1, predict the reactants needed to synthesize it. The reactants are: CN(C(ON1N=NC2C=CC=NC1=2)=[N+](C)C)C.F[P-](F)(F)(F)(F)F.[Br:25][C:26]1[CH:34]=[CH:33][C:29]([C:30](O)=[O:31])=[C:28]([NH:35][S:36]([C:39]2[C:40]3[N:41]=[CH:42][CH:43]=[N:44][C:45]=3[CH:46]=[CH:47][CH:48]=2)(=[O:38])=[O:37])[CH:27]=1.[CH3:49][C@H:50]1[CH2:55][O:54][CH2:53][CH2:52][NH:51]1. (2) Given the product [C:8]([C:4]1[N:3]=[C:2]([S:11][CH3:10])[N:7]=[CH:6][CH:5]=1)#[N:9], predict the reactants needed to synthesize it. The reactants are: Cl[C:2]1[N:7]=[CH:6][CH:5]=[C:4]([C:8]#[N:9])[N:3]=1.[CH3:10][S-:11].[Na+].C1COCC1.C(OCC)(=O)C.